Dataset: Forward reaction prediction with 1.9M reactions from USPTO patents (1976-2016). Task: Predict the product of the given reaction. (1) Given the reactants [CH:1]1([C:6]2([CH2:14][CH2:15][C:16]3[CH:25]=[CH:24][C:19]([C:20]([O:22]C)=[O:21])=[C:18]([F:26])[CH:17]=3)[CH2:11][C:10](=[O:12])[CH2:9][C:8](=[O:13])[O:7]2)[CH2:5][CH2:4][CH2:3][CH2:2]1.[OH-].[Na+], predict the reaction product. The product is: [CH:1]1([C:6]2([CH2:14][CH2:15][C:16]3[CH:25]=[CH:24][C:19]([C:20]([OH:22])=[O:21])=[C:18]([F:26])[CH:17]=3)[CH2:11][C:10](=[O:12])[CH2:9][C:8](=[O:13])[O:7]2)[CH2:5][CH2:4][CH2:3][CH2:2]1. (2) Given the reactants N1[CH:5]=[CH:4][CH:3]=N1.[CH3:6][N:7]([CH3:31])[C:8]([C@H:10]([NH:12][C:13]([C:15]1[C:19]([Br:20])=[C:18]([NH:21][C:22](=[O:30])[C:23]2[CH:28]=[CH:27][CH:26]=[CH:25][C:24]=2[Cl:29])[NH:17][N:16]=1)=[O:14])[CH3:11])=[O:9], predict the reaction product. The product is: [N:7]1([C:8]([C@H:10]([NH:12][C:13]([C:15]2[C:19]([Br:20])=[C:18]([NH:21][C:22](=[O:30])[C:23]3[CH:28]=[CH:27][CH:26]=[CH:25][C:24]=3[Cl:29])[NH:17][N:16]=2)=[O:14])[CH3:11])=[O:9])[CH2:6][CH2:5][CH2:4][CH2:3][CH2:31]1. (3) Given the reactants [O:1]=[C:2]1[C:7]2[NH:8][C:9]3[CH:10]=[CH:11][CH:12]=[CH:13][C:14]=3[C:6]=2[N:5]=[C:4]([S:15][CH2:16][C:17](O)=[O:18])[N:3]1[C:20]1[CH:25]=[CH:24][CH:23]=[CH:22][CH:21]=1.[CH2:26]([NH2:31])[CH2:27][CH:28]([CH3:30])[CH3:29].C(N(CC)CC)C.CN(C(ON1N=NC2C=CC=NC1=2)=[N+](C)C)C.F[P-](F)(F)(F)(F)F, predict the reaction product. The product is: [CH2:26]([NH:31][C:17](=[O:18])[CH2:16][S:15][C:4]1[N:3]([C:20]2[CH:21]=[CH:22][CH:23]=[CH:24][CH:25]=2)[C:2](=[O:1])[C:7]2[NH:8][C:9]3[CH:10]=[CH:11][CH:12]=[CH:13][C:14]=3[C:6]=2[N:5]=1)[CH2:27][CH:28]([CH3:30])[CH3:29]. (4) Given the reactants [CH2:1]([O:8][C:9]([N:11]1[CH:17](C(O)=O)[CH2:16][C:13]2([CH2:15][CH2:14]2)[CH2:12]1)=[O:10])[C:2]1[CH:7]=[CH:6][CH:5]=[CH:4][CH:3]=1.[Li+].[OH-].Cl.Cl.NCC(C1C=CC(Br)=CC=1)=O.CN(C(ON1N=NC2C=CC=NC1=2)=[N+](C)C)C.F[P-](F)(F)(F)(F)F.CCN(C(C)C)C(C)C, predict the reaction product. The product is: [CH2:1]([O:8][C:9]([N:11]1[CH2:17][CH2:16][C:13]2([CH2:15][CH2:14]2)[CH2:12]1)=[O:10])[C:2]1[CH:3]=[CH:4][CH:5]=[CH:6][CH:7]=1. (5) Given the reactants [CH3:1][N:2]1[CH2:7][CH2:6][N:5]([C:8]([C:10]2[CH:22]=[C:21]3[C:13]([C:14]4[C:15](B5OC(C)(C)C(C)(C)O5)=[CH:16][CH:17]=[C:18]([C:23]([NH2:25])=[O:24])[C:19]=4[NH:20]3)=[CH:12][CH:11]=2)=[O:9])[CH2:4][CH2:3]1.Br[C:36]1[C:44]([F:45])=[C:43]2[C:39]([CH:40]=[CH:41][NH:42]2)=[CH:38][CH:37]=1.C(=O)([O-])[O-].[Na+].[Na+], predict the reaction product. The product is: [F:45][C:44]1[C:36]([C:15]2[C:14]3[C:13]4[C:21](=[CH:22][C:10]([C:8]([N:5]5[CH2:4][CH2:3][N:2]([CH3:1])[CH2:7][CH2:6]5)=[O:9])=[CH:11][CH:12]=4)[NH:20][C:19]=3[C:18]([C:23]([NH2:25])=[O:24])=[CH:17][CH:16]=2)=[CH:37][CH:38]=[C:39]2[C:43]=1[NH:42][CH:41]=[CH:40]2. (6) Given the reactants CS(O[CH2:6][C:7]1[CH:12]=[CH:11][CH:10]=[C:9]([N+:13]([O-:15])=[O:14])[C:8]=1[CH3:16])(=O)=O.[C-:17]#[N:18].[K+], predict the reaction product. The product is: [CH3:16][C:8]1[C:9]([N+:13]([O-:15])=[O:14])=[CH:10][CH:11]=[CH:12][C:7]=1[CH2:6][C:17]#[N:18]. (7) Given the reactants [CH3:1][S:2]([C:5]1[CH:6]=[C:7]([C:11](=O)[CH2:12][CH3:13])[CH:8]=[CH:9][CH:10]=1)(=[O:4])=[O:3].C(O)C.C([O-])(=O)C.[Na+].[ClH:23].[NH2:24]O, predict the reaction product. The product is: [ClH:23].[CH3:1][S:2]([C:5]1[CH:6]=[C:7]([CH:11]([NH2:24])[CH2:12][CH3:13])[CH:8]=[CH:9][CH:10]=1)(=[O:4])=[O:3].